This data is from Catalyst prediction with 721,799 reactions and 888 catalyst types from USPTO. The task is: Predict which catalyst facilitates the given reaction. (1) Reactant: [Cl:1][C:2]1[CH:7]=[CH:6][CH:5]=[CH:4][C:3]=1[C:8]1[C:12]([C:13]2[N:14](COCC[Si](C)(C)C)[CH:15]=[CH:16][N:17]=2)=[CH:11][N:10]([C:26]2[C:31]([CH3:32])=[CH:30][N:29]=[C:28]([N:33](CC3C=CC(OC)=CC=3OC)[C:34]([CH:36]3[CH2:38][CH2:37]3)=[O:35])[CH:27]=2)[CH:9]=1.C(O)(C(F)(F)F)=O. Product: [Cl:1][C:2]1[CH:7]=[CH:6][CH:5]=[CH:4][C:3]=1[C:8]1[C:12]([C:13]2[NH:14][CH:15]=[CH:16][N:17]=2)=[CH:11][N:10]([C:26]2[C:31]([CH3:32])=[CH:30][N:29]=[C:28]([NH:33][C:34]([CH:36]3[CH2:38][CH2:37]3)=[O:35])[CH:27]=2)[CH:9]=1. The catalyst class is: 2. (2) Reactant: [Br:1][C:2]1[C:3]([NH2:9])=[N:4][CH:5]=[N:6][C:7]=1Cl.Cl.Cl.Cl.Cl.[N:14]1([CH2:18][CH2:19][N:20]2[CH:24]=[C:23]([C:25]3[CH:30]=[CH:29][C:28]([F:31])=[C:27]([CH3:32])[CH:26]=3)[N:22]=[C:21]2[CH:33]2[CH2:38][CH2:37][NH:36][CH2:35][CH2:34]2)[CH2:17][CH2:16][CH2:15]1.C([O-])([O-])=O.[Cs+].[Cs+].O. Product: [N:14]1([CH2:18][CH2:19][N:20]2[CH:24]=[C:23]([C:25]3[CH:30]=[CH:29][C:28]([F:31])=[C:27]([CH3:32])[CH:26]=3)[N:22]=[C:21]2[CH:33]2[CH2:34][CH2:35][N:36]([C:7]3[N:6]=[CH:5][N:4]=[C:3]([NH2:9])[C:2]=3[Br:1])[CH2:37][CH2:38]2)[CH2:15][CH2:16][CH2:17]1. The catalyst class is: 16. (3) Reactant: [F:1][C:2]1[CH:7]=[CH:6][C:5]([C:8]2[N:12](C(C)OCC)[CH:11]=[N:10][C:9]=2[C:18]2[CH:23]=[CH:22][C:21]([S:24][CH3:25])=[CH:20][CH:19]=2)=[CH:4][CH:3]=1.CN(C)CCN(C)C.C([Li])CCC.CN(C)[CH:41]=[O:42]. Product: [F:1][C:2]1[CH:3]=[CH:4][C:5]([C:8]2[NH:12][C:11]([CH:41]=[O:42])=[N:10][C:9]=2[C:18]2[CH:23]=[CH:22][C:21]([S:24][CH3:25])=[CH:20][CH:19]=2)=[CH:6][CH:7]=1. The catalyst class is: 7. (4) The catalyst class is: 21. Reactant: [C:1]([O-:9])(=[O:8])[C:2]1[CH:7]=[CH:6][CH:5]=[CH:4][CH:3]=1.[Na+:10].[CH3:11]O. Product: [CH3:11][C:1]([CH3:2])=[O:9].[C:1]([O-:9])(=[O:8])[C:2]1[CH:7]=[CH:6][CH:5]=[CH:4][CH:3]=1.[Na+:10]. (5) Reactant: [Cl:1][C:2]1[C:10]2[N:9]=[C:8]3[N:11]([C:15]4[C:16]([CH3:23])=[N:17][C:18]([O:21][CH3:22])=[CH:19][CH:20]=4)[CH2:12][CH2:13][CH2:14][N:7]3[C:6]=2[C:5]([CH:24]([OH:27])[CH2:25][CH3:26])=[CH:4][CH:3]=1.N(C(N1CCCCC1)=O)=NC(N1CCCCC1)=O.C(P(CCCC)CCCC)CCC.[F:59][C:60]([F:64])([F:63])[CH2:61]O. Product: [Cl:1][C:2]1[C:10]2[N:9]=[C:8]3[N:11]([C:15]4[C:16]([CH3:23])=[N:17][C:18]([O:21][CH3:22])=[CH:19][CH:20]=4)[CH2:12][CH2:13][CH2:14][N:7]3[C:6]=2[C:5]([CH:24]([O:27][CH2:61][C:60]([F:64])([F:63])[F:59])[CH2:25][CH3:26])=[CH:4][CH:3]=1. The catalyst class is: 7. (6) Reactant: [Cl:1][C:2]1[CH:7]=[C:6]([Cl:8])[CH:5]=[CH:4][C:3]=1[C:9]1[C:29](=[O:30])[N:28]([CH3:31])[C:12]2[N:13]([CH3:27])[C:14]3[C:19]([C:11]=2[CH:10]=1)=[CH:18][C:17]([C:20]1[N:21]=[C:22]([CH2:25]O)[S:23][CH:24]=1)=[CH:16][CH:15]=3.C(N(S(F)(F)[F:38])CC)C.O. Product: [Cl:1][C:2]1[CH:7]=[C:6]([Cl:8])[CH:5]=[CH:4][C:3]=1[C:9]1[C:29](=[O:30])[N:28]([CH3:31])[C:12]2[N:13]([CH3:27])[C:14]3[C:19]([C:11]=2[CH:10]=1)=[CH:18][C:17]([C:20]1[N:21]=[C:22]([CH2:25][F:38])[S:23][CH:24]=1)=[CH:16][CH:15]=3. The catalyst class is: 2.